The task is: Predict the reaction yield, written as a fraction of the theoretical maximum amount of product (1.0 means a 100% yield; for example, 0.34 means a 34% yield).. This data is from Reaction yield outcomes from USPTO patents with 853,638 reactions. The reactants are F[C:2]1[CH:9]=[CH:8][C:7]([CH:10]=[O:11])=[CH:6][C:3]=1[C:4]#[N:5].C([O-])([O-])=O.[K+].[K+].[N+:18]([C:21]1[N:25]=[CH:24][NH:23][N:22]=1)([O-:20])=[O:19]. The catalyst is CN(C=O)C.O. The product is [CH:10]([C:7]1[CH:8]=[CH:9][C:2]([N:23]2[CH:24]=[N:25][C:21]([N+:18]([O-:20])=[O:19])=[N:22]2)=[C:3]([CH:6]=1)[C:4]#[N:5])=[O:11]. The yield is 0.450.